This data is from Catalyst prediction with 721,799 reactions and 888 catalyst types from USPTO. The task is: Predict which catalyst facilitates the given reaction. (1) Reactant: [CH3:1][O:2][C:3]1[C:8]2[C:9](=O)[CH2:10][O:11][C:7]=2[CH:6]=[C:5]([O:13][CH3:14])[CH:4]=1.COC1C=CC(P2(SP(C3C=CC(OC)=CC=3)(=S)S2)=[S:24])=CC=1. Product: [CH3:1][O:2][C:3]1[C:8]2[C:9](=[S:24])[CH2:10][O:11][C:7]=2[CH:6]=[C:5]([O:13][CH3:14])[CH:4]=1. The catalyst class is: 11. (2) Reactant: [Cl:1][C:2]1[CH:3]=[C:4]([C:8]2[NH:12][N:11]=[C:10]([CH3:13])[C:9]=2[NH2:14])[CH:5]=[CH:6][CH:7]=1.[N:15]1[N:19]2[CH:20]=[CH:21][CH:22]=[N:23][C:18]2=[C:17]([C:24](O)=[O:25])[CH:16]=1.F[P-](F)(F)(F)(F)F.N1(O[P+](N2CCCC2)(N2CCCC2)N2CCCC2)C2N=CC=CC=2N=N1.C(N(CC)C(C)C)(C)C. Product: [Cl:1][C:2]1[CH:3]=[C:4]([C:8]2[C:9]([NH:14][C:24]([C:17]3[CH:16]=[N:15][N:19]4[CH:20]=[CH:21][CH:22]=[N:23][C:18]=34)=[O:25])=[C:10]([CH3:13])[NH:11][N:12]=2)[CH:5]=[CH:6][CH:7]=1. The catalyst class is: 468. (3) Reactant: [NH2:1][C:2]1[CH:7]=[C:6]([N:8]2[CH:12]=[C:11]([C:13]3[CH:18]=[CH:17][CH:16]=[CH:15][C:14]=3[Cl:19])[C:10]([C:20]([NH2:22])=[O:21])=[CH:9]2)[C:5]([CH3:23])=[CH:4][N:3]=1.CCN(C(C)C)C(C)C.[CH3:33][CH:34]([CH3:38])[C:35](Cl)=[O:36]. Product: [Cl:19][C:14]1[CH:15]=[CH:16][CH:17]=[CH:18][C:13]=1[C:11]1[C:10]([C:20]([NH2:22])=[O:21])=[CH:9][N:8]([C:6]2[C:5]([CH3:23])=[CH:4][N:3]=[C:2]([NH:1][C:35](=[O:36])[CH:34]([CH3:38])[CH3:33])[CH:7]=2)[CH:12]=1. The catalyst class is: 2.